This data is from Full USPTO retrosynthesis dataset with 1.9M reactions from patents (1976-2016). The task is: Predict the reactants needed to synthesize the given product. (1) Given the product [ClH:34].[CH3:32][N:21]([CH:22]1[C:31]2[C:26](=[CH:27][CH:28]=[CH:29][CH:30]=2)[CH2:25][CH2:24][CH2:23]1)[C:20]([C:16]1[N:15]=[C:14]([CH:11]2[CH2:10][CH2:9][NH:8][CH2:13][CH2:12]2)[CH:19]=[CH:18][CH:17]=1)=[O:33], predict the reactants needed to synthesize it. The reactants are: C(OC([N:8]1[CH2:13][CH2:12][CH:11]([C:14]2[CH:19]=[CH:18][CH:17]=[C:16]([C:20](=[O:33])[N:21]([CH3:32])[CH:22]3[C:31]4[C:26](=[CH:27][CH:28]=[CH:29][CH:30]=4)[CH2:25][CH2:24][CH2:23]3)[N:15]=2)[CH2:10][CH2:9]1)=O)(C)(C)C.[ClH:34].O1CCOCC1. (2) The reactants are: [C:1]1([S:7]([C:10]2[CH:15]=[CH:14][C:13]3[C:16]4[CH2:17][NH:18][CH2:19][CH2:20][C:21]=4[O:22][C:12]=3[CH:11]=2)(=[O:9])=[O:8])[CH:6]=[CH:5][CH:4]=[CH:3][CH:2]=1.[ClH:23]. Given the product [ClH:23].[C:1]1([S:7]([C:10]2[CH:15]=[CH:14][C:13]3[C:16]4[CH2:17][NH:18][CH2:19][CH2:20][C:21]=4[O:22][C:12]=3[CH:11]=2)(=[O:9])=[O:8])[CH:6]=[CH:5][CH:4]=[CH:3][CH:2]=1, predict the reactants needed to synthesize it. (3) Given the product [NH2:11][C:9]1[N:8]=[CH:7][N:6]=[C:5]2[N:4]([C@H:12]3[CH2:17][CH2:16][C@@H:15]([N:18]4[CH2:23][CH2:22][N:21]([CH3:24])[CH2:20][CH2:19]4)[CH2:14][CH2:13]3)[N:3]=[C:2]([C:30]3[CH:31]=[CH:32][C:27]([CH:25]=[O:26])=[CH:28][CH:29]=3)[C:10]=12, predict the reactants needed to synthesize it. The reactants are: I[C:2]1[C:10]2[C:5](=[N:6][CH:7]=[N:8][C:9]=2[NH2:11])[N:4]([C@H:12]2[CH2:17][CH2:16][C@@H:15]([N:18]3[CH2:23][CH2:22][N:21]([CH3:24])[CH2:20][CH2:19]3)[CH2:14][CH2:13]2)[N:3]=1.[CH:25]([C:27]1[CH:32]=[CH:31][C:30](B(O)O)=[CH:29][CH:28]=1)=[O:26].C(=O)([O-])[O-].[Na+].[Na+].B([O-])[O-].